This data is from Full USPTO retrosynthesis dataset with 1.9M reactions from patents (1976-2016). The task is: Predict the reactants needed to synthesize the given product. (1) The reactants are: [CH:1]1([C:7]([OH:9])=[O:8])[CH2:6][CH2:5][CH2:4][CH2:3][CH2:2]1.C[O-].[Li+:12]. Given the product [Li+:12].[CH:1]1([C:7]([O-:9])=[O:8])[CH2:6][CH2:5][CH2:4][CH2:3][CH2:2]1, predict the reactants needed to synthesize it. (2) Given the product [CH3:19][O:18][C:11]1[CH:12]=[C:13]([O:16][CH3:17])[CH:14]=[CH:15][C:10]=1[C:8](=[O:9])[CH2:7][C:20]([O:21][CH3:22])=[O:23], predict the reactants needed to synthesize it. The reactants are: CC(C)([O-])C.[K+].[CH3:7][C:8]([C:10]1[CH:15]=[CH:14][C:13]([O:16][CH3:17])=[CH:12][C:11]=1[O:18][CH3:19])=[O:9].[C:20](=O)([O:23]C)[O:21][CH3:22].C(O)(=O)CC(CC(O)=O)(C(O)=O)O. (3) Given the product [CH3:38][NH:37][C:36]([C:35]1[CH:34]=[CH:33][C:32]([C:2]2[CH:3]=[CH:4][C:5]([O:25][CH:26]([CH3:28])[CH3:27])=[C:6]([S:8](=[O:10])(=[O:9])[NH:11][C@H:12]([CH2:15][C:16]3[C:24]4[C:19](=[CH:20][CH:21]=[CH:22][CH:23]=4)[NH:18][CH:17]=3)[CH2:13][OH:14])[CH:7]=2)=[CH:31][C:30]=1[Cl:29])=[O:39], predict the reactants needed to synthesize it. The reactants are: Br[C:2]1[CH:3]=[CH:4][C:5]([O:25][CH:26]([CH3:28])[CH3:27])=[C:6]([S:8]([NH:11][C@H:12]([CH2:15][C:16]2[C:24]3[C:19](=[CH:20][CH:21]=[CH:22][CH:23]=3)[NH:18][CH:17]=2)[CH2:13][OH:14])(=[O:10])=[O:9])[CH:7]=1.[Cl:29][C:30]1[CH:31]=[C:32](B(O)O)[CH:33]=[CH:34][C:35]=1[C:36](=[O:39])[NH:37][CH3:38].C([O-])([O-])=O.[Na+].[Na+].O. (4) The reactants are: [Cl:1][C:2]1[CH:27]=[C:26]([C:28]([NH:30][CH2:31][C:32]2[CH:37]=[CH:36][CH:35]=[C:34]([OH:38])[CH:33]=2)=[O:29])[CH:25]=[C:24]([CH3:39])[C:3]=1[C:4]([NH:6][C@H:7]([C:20]([O:22]C)=[O:21])[CH2:8][NH:9][C:10](=[O:19])[C:11]1[CH:16]=[C:15]([OH:17])[CH:14]=[C:13]([OH:18])[CH:12]=1)=[O:5].O.[OH-].[Li+]. Given the product [Cl:1][C:2]1[CH:27]=[C:26]([C:28]([NH:30][CH2:31][C:32]2[CH:37]=[CH:36][CH:35]=[C:34]([OH:38])[CH:33]=2)=[O:29])[CH:25]=[C:24]([CH3:39])[C:3]=1[C:4]([NH:6][C@H:7]([C:20]([OH:22])=[O:21])[CH2:8][NH:9][C:10](=[O:19])[C:11]1[CH:12]=[C:13]([OH:18])[CH:14]=[C:15]([OH:17])[CH:16]=1)=[O:5], predict the reactants needed to synthesize it. (5) Given the product [CH3:1][C:2]1([CH3:16])[N:7]([CH2:8][C@H:9]2[CH2:14][N:13]([S:29]([C:25]3[S:24][CH:28]=[CH:27][CH:26]=3)(=[O:31])=[O:30])[CH2:12][CH2:11][NH:10]2)[CH2:6][CH2:5][NH:4][C:3]1=[O:15], predict the reactants needed to synthesize it. The reactants are: [CH3:1][C:2]1([CH3:16])[N:7]([CH2:8][C@H:9]2[CH2:14][NH:13][CH2:12][CH2:11][NH:10]2)[CH2:6][CH2:5][NH:4][C:3]1=[O:15].C(N(CC)CC)C.[S:24]1[CH:28]=[CH:27][CH:26]=[C:25]1[S:29](Cl)(=[O:31])=[O:30]. (6) Given the product [N+:1]([C:4]1[CH:8]=[CH:7][N:6]([CH2:9][CH2:10][NH2:11])[N:5]=1)([O-:3])=[O:2], predict the reactants needed to synthesize it. The reactants are: [N+:1]([C:4]1[CH:8]=[CH:7][N:6]([CH2:9][CH2:10][N:11]2C(=O)C3C(=CC=CC=3)C2=O)[N:5]=1)([O-:3])=[O:2].O.NN. (7) The reactants are: [Cl:1][C:2]1[CH:3]=[C:4]([CH:9]=[CH:10][C:11]=1[O:12][CH2:13][CH2:14][CH3:15])[C:5]([O:7]C)=[O:6].Cl.CCOC(C)=O. Given the product [Cl:1][C:2]1[CH:3]=[C:4]([CH:9]=[CH:10][C:11]=1[O:12][CH2:13][CH2:14][CH3:15])[C:5]([OH:7])=[O:6], predict the reactants needed to synthesize it. (8) Given the product [Cl:29][CH2:30][C:31]([N:15]([C:13]1[C:12]([C:20]#[N:21])=[CH:11][C:10]([C:22]2[CH:23]=[CH:24][C:25]([Cl:28])=[CH:26][CH:27]=2)=[C:9]([C:3]2[CH:4]=[CH:5][C:6]([F:8])=[CH:7][C:2]=2[Cl:1])[N:14]=1)[CH2:16][CH:17]([CH3:19])[CH3:18])=[O:32], predict the reactants needed to synthesize it. The reactants are: [Cl:1][C:2]1[CH:7]=[C:6]([F:8])[CH:5]=[CH:4][C:3]=1[C:9]1[N:14]=[C:13]([NH:15][CH2:16][CH:17]([CH3:19])[CH3:18])[C:12]([C:20]#[N:21])=[CH:11][C:10]=1[C:22]1[CH:27]=[CH:26][C:25]([Cl:28])=[CH:24][CH:23]=1.[Cl:29][CH2:30][C:31](Cl)=[O:32]. (9) Given the product [NH2:12][C:11]1[CH:10]=[CH:9][C:8]([C:15]([C:17]2[N:21]3[CH:22]=[CH:23][CH:24]=[CH:25][C:20]3=[C:19]([C:26]3[CH:31]=[CH:30][CH:29]=[C:28]([O:32][CH3:33])[CH:27]=3)[N:18]=2)=[O:16])=[CH:7][C:6]=1[O:5][CH3:4], predict the reactants needed to synthesize it. The reactants are: O.NN.[CH3:4][O:5][C:6]1[CH:7]=[C:8]([C:15]([C:17]2[N:21]3[CH:22]=[CH:23][CH:24]=[CH:25][C:20]3=[C:19]([C:26]3[CH:31]=[CH:30][CH:29]=[C:28]([O:32][CH3:33])[CH:27]=3)[N:18]=2)=[O:16])[CH:9]=[CH:10][C:11]=1[N+:12]([O-])=O.